Predict the reaction yield, written as a fraction of the theoretical maximum amount of product (1.0 means a 100% yield; for example, 0.34 means a 34% yield). From a dataset of Reaction yield outcomes from USPTO patents with 853,638 reactions. (1) The reactants are [CH3:1][O:2][C:3]1[CH:8]=[CH:7][C:6]([CH:9]([C:11]2[CH:16]=[CH:15][C:14]([O:17][Si:18]([CH:25]([CH3:27])[CH3:26])([CH:22]([CH3:24])[CH3:23])[CH:19]([CH3:21])[CH3:20])=[CH:13][CH:12]=2)[OH:10])=[C:5]([O:28][CH2:29][O:30][CH3:31])[CH:4]=1. The catalyst is [O-2].[O-2].[Mn+4].O1CCCC1. The product is [CH3:1][O:2][C:3]1[CH:8]=[CH:7][C:6]([C:9]([C:11]2[CH:16]=[CH:15][C:14]([O:17][Si:18]([CH:25]([CH3:27])[CH3:26])([CH:22]([CH3:24])[CH3:23])[CH:19]([CH3:20])[CH3:21])=[CH:13][CH:12]=2)=[O:10])=[C:5]([O:28][CH2:29][O:30][CH3:31])[CH:4]=1. The yield is 0.790. (2) The reactants are [Cl:1][C:2]1[CH:3]=[C:4]([CH2:14][N:15]2[C:19]([CH3:20])=[CH:18][C:17]([NH:21][C:22](=[O:31])[C:23]3[CH:28]=[CH:27][C:26]([CH2:29][OH:30])=[CH:25][CH:24]=3)=[N:16]2)[C:5]2[O:9][C:8]([CH:10]([CH3:12])[CH3:11])=[CH:7][C:6]=2[CH:13]=1.CC(OI1(OC(C)=O)(OC(C)=O)OC(=O)C2C=CC=CC1=2)=O. The catalyst is C(Cl)Cl. The product is [Cl:1][C:2]1[CH:3]=[C:4]([CH2:14][N:15]2[C:19]([CH3:20])=[CH:18][C:17]([NH:21][C:22](=[O:31])[C:23]3[CH:24]=[CH:25][C:26]([CH:29]=[O:30])=[CH:27][CH:28]=3)=[N:16]2)[C:5]2[O:9][C:8]([CH:10]([CH3:11])[CH3:12])=[CH:7][C:6]=2[CH:13]=1. The yield is 1.00. (3) The reactants are [F:1][C:2]1[CH:3]=[C:4]([CH:8]=[CH:9][C:10]=1[C:11]1[C:19]2[C:14](=[CH:15][CH:16]=[C:17]([C:20]3[O:21][C:22]([NH:25][CH:26]([CH3:28])[CH3:27])=[N:23][N:24]=3)[CH:18]=2)[N:13](S(C2C=CC(C)=CC=2)(=O)=O)[CH:12]=1)[C:5]([NH2:7])=[O:6].[OH-].[Na+]. The catalyst is O1CCOCC1. The product is [F:1][C:2]1[CH:3]=[C:4]([CH:8]=[CH:9][C:10]=1[C:11]1[C:19]2[C:14](=[CH:15][CH:16]=[C:17]([C:20]3[O:21][C:22]([NH:25][CH:26]([CH3:28])[CH3:27])=[N:23][N:24]=3)[CH:18]=2)[NH:13][CH:12]=1)[C:5]([NH2:7])=[O:6]. The yield is 0.460. (4) The reactants are Br[CH2:2][C:3]([CH:21]1[CH2:23][CH2:22]1)([OH:20])[CH2:4][C:5]1[CH:10]=[CH:9][C:8]([O:11][C:12]2[CH:17]=[CH:16][C:15]([Cl:18])=[CH:14][CH:13]=2)=[CH:7][C:6]=1[Cl:19].[NH:24]1[CH:28]=[N:27][CH:26]=[N:25]1.C([O-])([O-])=O.[Cs+].[Cs+].O. The catalyst is CN(C=O)C. The product is [Cl:19][C:6]1[CH:7]=[C:8]([O:11][C:12]2[CH:17]=[CH:16][C:15]([Cl:18])=[CH:14][CH:13]=2)[CH:9]=[CH:10][C:5]=1[CH2:4][C:3]([CH:21]1[CH2:23][CH2:22]1)([OH:20])[CH2:2][N:24]1[CH:28]=[N:27][CH:26]=[N:25]1. The yield is 0.100. (5) The reactants are [Br:1][C:2]1[N:6]([C:7]([CH3:10])([CH3:9])[CH3:8])[N:5]=[CH:4][C:3]=1[C:11]([NH2:13])=O.COC1C=CC(P2(SP(C3C=CC(OC)=CC=3)(=S)S2)=[S:23])=CC=1. The catalyst is C1COCC1. The product is [Br:1][C:2]1[N:6]([C:7]([CH3:10])([CH3:9])[CH3:8])[N:5]=[CH:4][C:3]=1[C:11](=[S:23])[NH2:13]. The yield is 0.730. (6) The reactants are [OH:1][C:2]1[CH:11]=[CH:10][C:9]([CH3:12])=[CH:8][C:3]=1[C:4]([O:6][CH3:7])=[O:5].[CH3:13][C@@H:14](O)[CH2:15][CH:16]=[CH2:17].C1(P(C2C=CC=CC=2)C2C=CC=CC=2)C=CC=CC=1.CC(OC(/N=N/C(OC(C)C)=O)=O)C. The catalyst is C1COCC1.CCOCC. The product is [CH3:12][C:9]1[CH:10]=[CH:11][C:2]([O:1][C@H:16]([CH2:15][CH:14]=[CH2:13])[CH3:17])=[C:3]([CH:8]=1)[C:4]([O:6][CH3:7])=[O:5]. The yield is 0.900. (7) The reactants are [F:1][C:2]1[CH:7]=[C:6]([F:8])[CH:5]=[CH:4][C:3]=1[N:9]1[C:13]([C:14]2[S:23][C:22]3[C:21]4[N:24]=[C:25]([N:28]5[CH2:33][C@H:32]([CH3:34])[N:31]([C:35](=O)[C:36]([F:39])([F:38])[F:37])[C@H:30]([CH3:41])[CH2:29]5)[CH:26]=[CH:27][C:20]=4[O:19][CH2:18][CH2:17][C:16]=3[CH:15]=2)=[N:12][CH:11]=[N:10]1.B.CSC. The catalyst is O1CCCC1. The product is [F:1][C:2]1[CH:7]=[C:6]([F:8])[CH:5]=[CH:4][C:3]=1[N:9]1[C:13]([C:14]2[S:23][C:22]3[C:21]4[N:24]=[C:25]([N:28]5[CH2:33][C@H:32]([CH3:34])[N:31]([CH2:35][C:36]([F:37])([F:38])[F:39])[C@H:30]([CH3:41])[CH2:29]5)[CH:26]=[CH:27][C:20]=4[O:19][CH2:18][CH2:17][C:16]=3[CH:15]=2)=[N:12][CH:11]=[N:10]1. The yield is 0.610. (8) The reactants are [CH3:1][O:2][C:3](=[O:28])[CH:4]([NH2:27])[CH2:5][NH:6][C:7]([N:9]1[CH2:26][CH2:25][C:12]2([N:16]([C:17]3[CH:22]=[CH:21][CH:20]=[CH:19][CH:18]=3)[CH2:15][N:14]([CH3:23])[C:13]2=[O:24])[CH2:11][CH2:10]1)=[O:8].C(N(CC)CC)C.[Cl:36][C:37]1[CH:44]=[CH:43][CH:42]=[C:41]([Cl:45])[C:38]=1[CH2:39]Br.C(=O)([O-])O.[Na+]. The catalyst is ClCCl. The product is [CH3:1][O:2][C:3](=[O:28])[CH:4]([NH:27][CH2:39][C:38]1[C:37]([Cl:36])=[CH:44][CH:43]=[CH:42][C:41]=1[Cl:45])[CH2:5][NH:6][C:7]([N:9]1[CH2:10][CH2:11][C:12]2([N:16]([C:17]3[CH:22]=[CH:21][CH:20]=[CH:19][CH:18]=3)[CH2:15][N:14]([CH3:23])[C:13]2=[O:24])[CH2:25][CH2:26]1)=[O:8]. The yield is 0.480.